Dataset: Catalyst prediction with 721,799 reactions and 888 catalyst types from USPTO. Task: Predict which catalyst facilitates the given reaction. Reactant: Cl.[CH2:2]([O:4][C:5](=[O:16])[C:6]1[CH:11]=[CH:10][C:9]([O:12][CH2:13][CH2:14][NH2:15])=[CH:8][CH:7]=1)[CH3:3].[CH3:17][C:18]1[C:22]2[CH:23]=[CH:24][CH:25]=[CH:26][C:21]=2[O:20][C:19]=1[C:27](O)=[O:28].P(Cl)(Cl)(Cl)=O. Product: [CH2:2]([O:4][C:5](=[O:16])[C:6]1[CH:11]=[CH:10][C:9]([O:12][CH2:13][CH2:14][NH:15][C:27]([C:19]2[O:20][C:21]3[CH:26]=[CH:25][CH:24]=[CH:23][C:22]=3[C:18]=2[CH3:17])=[O:28])=[CH:8][CH:7]=1)[CH3:3]. The catalyst class is: 33.